From a dataset of Reaction yield outcomes from USPTO patents with 853,638 reactions. Predict the reaction yield, written as a fraction of the theoretical maximum amount of product (1.0 means a 100% yield; for example, 0.34 means a 34% yield). The reactants are [N+:1]([C:4]1[CH:5]=[C:6]2[C:12]([OH:13])=[N:11][NH:10][C:7]2=[N:8][CH:9]=1)([O-:3])=[O:2].C(N(CC)CC)C.[C:21](O[C:21]([O:23][C:24]([CH3:27])([CH3:26])[CH3:25])=[O:22])([O:23][C:24]([CH3:27])([CH3:26])[CH3:25])=[O:22]. The catalyst is CN(C)C1C=CN=CC=1.C1COCC1. The product is [OH:13][C:12]1[C:6]2[C:7](=[N:8][CH:9]=[C:4]([N+:1]([O-:3])=[O:2])[CH:5]=2)[N:10]([C:21]([O:23][C:24]([CH3:27])([CH3:26])[CH3:25])=[O:22])[N:11]=1. The yield is 0.470.